Dataset: Reaction yield outcomes from USPTO patents with 853,638 reactions. Task: Predict the reaction yield, written as a fraction of the theoretical maximum amount of product (1.0 means a 100% yield; for example, 0.34 means a 34% yield). (1) The reactants are Br[C:2]1[C:3](Br)=[C:4]([CH3:8])[CH:5]=[CH:6][CH:7]=1.[Cl:10][C:11]1[N:16]=[C:15]([C:17]2[NH:18][C:19]3[C:24]([CH:25]=2)=[C:23]([F:26])[CH:22]=[CH:21][CH:20]=3)[C:14]([OH:27])=[CH:13][CH:12]=1.C([O-])([O-])=O.[Cs+].[Cs+]. The catalyst is CN(C=O)C. The product is [Cl:10][C:11]1[CH:12]=[CH:13][C:14]2[O:27][CH:8]([C:4]3[CH:5]=[CH:6][CH:7]=[CH:2][CH:3]=3)[N:18]3[C:19]4[CH:20]=[CH:21][CH:22]=[C:23]([F:26])[C:24]=4[CH:25]=[C:17]3[C:15]=2[N:16]=1. The yield is 0.700. (2) The reactants are [F:1][C:2]1[C:7]([C:8]2[CH:13]=[CH:12][CH:11]=[C:10]([CH3:14])[CH:9]=2)=[C:6]([C:15]([C@@H:22]2[O:27][CH2:26][CH2:25][N:24]([C:28]([O:30][C:31]([CH3:34])([CH3:33])[CH3:32])=[O:29])[CH2:23]2)=[CH:16][CH2:17][CH2:18][CH2:19][O:20][CH3:21])[CH:5]=[CH:4][CH:3]=1. The catalyst is CO.[H][H].[OH-].[OH-].[Pd+2]. The product is [F:1][C:2]1[C:7]([C:8]2[CH:13]=[CH:12][CH:11]=[C:10]([CH3:14])[CH:9]=2)=[C:6]([CH:15]([C@@H:22]2[O:27][CH2:26][CH2:25][N:24]([C:28]([O:30][C:31]([CH3:34])([CH3:33])[CH3:32])=[O:29])[CH2:23]2)[CH2:16][CH2:17][CH2:18][CH2:19][O:20][CH3:21])[CH:5]=[CH:4][CH:3]=1. The yield is 1.00.